From a dataset of Full USPTO retrosynthesis dataset with 1.9M reactions from patents (1976-2016). Predict the reactants needed to synthesize the given product. Given the product [F:1][C:2]([F:13])([F:12])[C:3]1[CH:8]=[CH:7][C:6]([C:17]2[CH:25]=[C:24]3[C:20]([C:21]([NH:34][C:35](=[O:39])[CH2:36][CH2:37][CH3:38])=[N:22][N:23]3[CH2:26][O:27][CH2:28][CH2:29][Si:30]([CH3:33])([CH3:31])[CH3:32])=[CH:19][CH:18]=2)=[CH:5][CH:4]=1, predict the reactants needed to synthesize it. The reactants are: [F:1][C:2]([F:13])([F:12])[C:3]1[CH:8]=[CH:7][C:6](B(O)O)=[CH:5][CH:4]=1.[F-].[Cs+].Cl[C:17]1[CH:25]=[C:24]2[C:20]([C:21]([NH:34][C:35](=[O:39])[CH2:36][CH2:37][CH3:38])=[N:22][N:23]2[CH2:26][O:27][CH2:28][CH2:29][Si:30]([CH3:33])([CH3:32])[CH3:31])=[CH:19][CH:18]=1.